This data is from Reaction yield outcomes from USPTO patents with 853,638 reactions. The task is: Predict the reaction yield, written as a fraction of the theoretical maximum amount of product (1.0 means a 100% yield; for example, 0.34 means a 34% yield). (1) The reactants are [C:1]([O:5][C:6]([NH:8][C:9]([CH3:29])([CH3:28])[CH2:10][C:11]1[C:19]2[C:14](=[C:15](OS(C(F)(F)F)(=O)=O)[CH:16]=[CH:17][CH:18]=2)[NH:13][CH:12]=1)=[O:7])([CH3:4])([CH3:3])[CH3:2].C(N(CC)CC)C.[F:37][C:38]([F:53])([F:52])[C:39]1[CH:44]=[C:43]([C:45]([F:48])([F:47])[F:46])[CH:42]=[CH:41][C:40]=1B(O)O. The catalyst is CN(C)C=O.[Cl-].[Na+].O.C(OCC)(=O)C.[Pd].C1(P(C2C=CC=CC=2)C2C=CC=CC=2)C=CC=CC=1.C1(P(C2C=CC=CC=2)C2C=CC=CC=2)C=CC=CC=1.C1(P(C2C=CC=CC=2)C2C=CC=CC=2)C=CC=CC=1.C1(P(C2C=CC=CC=2)C2C=CC=CC=2)C=CC=CC=1. The product is [C:1]([O:5][C:6](=[O:7])[NH:8][C:9]([CH3:29])([CH3:28])[CH2:10][C:11]1[C:19]2[C:14](=[C:15]([C:40]3[CH:41]=[CH:42][C:43]([C:45]([F:48])([F:46])[F:47])=[CH:44][C:39]=3[C:38]([F:37])([F:52])[F:53])[CH:16]=[CH:17][CH:18]=2)[NH:13][CH:12]=1)([CH3:3])([CH3:2])[CH3:4]. The yield is 0.890. (2) The reactants are C[O:2][C:3]([CH:5]1[CH2:9][CH2:8][N:7]([CH2:10][C:11]2[N:20]=[CH:19][C:18]3[C:13](=[CH:14][CH:15]=[C:16]([O:21][CH:22]4[CH2:27][CH2:26][CH:25]([C:28]([CH3:32])([CH3:31])[CH2:29][CH3:30])[CH2:24][CH2:23]4)[CH:17]=3)[N:12]=2)[CH2:6]1)=[O:4].CO.O1CCCC1.[OH-].[Li+].O. No catalyst specified. The product is [CH3:32][C:28]([CH:25]1[CH2:24][CH2:23][CH:22]([O:21][C:16]2[CH:17]=[C:18]3[C:13](=[CH:14][CH:15]=2)[N:12]=[C:11]([CH2:10][N:7]2[CH2:8][CH2:9][CH:5]([C:3]([OH:4])=[O:2])[CH2:6]2)[N:20]=[CH:19]3)[CH2:27][CH2:26]1)([CH3:31])[CH2:29][CH3:30]. The yield is 0.900. (3) The reactants are [O:1]=[C:2]1[NH:7][C:6]2[CH:8]=[C:9]([CH2:12][N:13]3[CH2:18][CH2:17][N:16]([C:19]4[CH:27]=[CH:26][C:22]([C:23]([OH:25])=O)=[CH:21][CH:20]=4)[CH2:15][CH2:14]3)[CH:10]=[N:11][C:5]=2[N:4]2[CH2:28][CH2:29][CH2:30][CH2:31][C@@H:3]12.Cl.C(N=C=N[CH2:38][CH2:39][CH2:40][N:41](C)C)C.O.N1(O)C2C=CC=CC=2N=N1.CN1CCOCC1.C1(N)CC1. The catalyst is CN(C=O)C.O. The product is [CH:40]1([NH:41][C:23](=[O:25])[C:22]2[CH:21]=[CH:20][C:19]([N:16]3[CH2:17][CH2:18][N:13]([CH2:12][C:9]4[CH:10]=[N:11][C:5]5[N:4]6[CH2:28][CH2:29][CH2:30][CH2:31][C@H:3]6[C:2](=[O:1])[NH:7][C:6]=5[CH:8]=4)[CH2:14][CH2:15]3)=[CH:27][CH:26]=2)[CH2:38][CH2:39]1. The yield is 0.750.